This data is from Forward reaction prediction with 1.9M reactions from USPTO patents (1976-2016). The task is: Predict the product of the given reaction. (1) Given the reactants [CH3:1][CH:2]1[N:7]([C:8]2[S:12][N:11]=[C:10]([C:13]3[CH:18]=[CH:17][CH:16]=[CH:15][CH:14]=3)[N:9]=2)[CH2:6][CH2:5][N:4](C(OC(C)(C)C)=O)[CH2:3]1.[ClH:26], predict the reaction product. The product is: [ClH:26].[CH3:1][CH:2]1[CH2:3][NH:4][CH2:5][CH2:6][N:7]1[C:8]1[S:12][N:11]=[C:10]([C:13]2[CH:14]=[CH:15][CH:16]=[CH:17][CH:18]=2)[N:9]=1. (2) Given the reactants [CH3:1][O:2][C:3](=[O:53])[C@@H:4]([NH:20][C:21]([CH:23]1[CH2:32][C:31]2[CH:30]=[C:29]3[O:33][CH2:34][C@H:35]([C:37]4[CH:42]=[CH:41][C:40]([O:43][CH2:44][C:45]5[CH:50]=[CH:49][C:48]([Cl:51])=[C:47]([Cl:52])[CH:46]=5)=[CH:39][CH:38]=4)[O:36][C:28]3=[CH:27][C:26]=2[CH2:25][NH:24]1)=[O:22])[CH2:5][C:6]1[CH:11]=[CH:10][C:9]([C:12]2[CH:17]=[CH:16][C:15]([C:18]#[N:19])=[CH:14][CH:13]=2)=[CH:8][CH:7]=1.[C:54]([NH:57][C:58]1[CH:63]=[CH:62][C:61]([S:64](Cl)(=[O:66])=[O:65])=[C:60]([CH3:68])[CH:59]=1)(=[O:56])[CH3:55], predict the reaction product. The product is: [CH3:1][O:2][C:3](=[O:53])[C@@H:4]([NH:20][C:21]([CH:23]1[CH2:32][C:31]2[CH:30]=[C:29]3[O:33][CH2:34][C@H:35]([C:37]4[CH:42]=[CH:41][C:40]([O:43][CH2:44][C:45]5[CH:50]=[CH:49][C:48]([Cl:51])=[C:47]([Cl:52])[CH:46]=5)=[CH:39][CH:38]=4)[O:36][C:28]3=[CH:27][C:26]=2[CH2:25][N:24]1[S:64]([C:61]1[CH:62]=[CH:63][C:58]([NH:57][C:54](=[O:56])[CH3:55])=[CH:59][C:60]=1[CH3:68])(=[O:66])=[O:65])=[O:22])[CH2:5][C:6]1[CH:11]=[CH:10][C:9]([C:12]2[CH:13]=[CH:14][C:15]([C:18]#[N:19])=[CH:16][CH:17]=2)=[CH:8][CH:7]=1. (3) Given the reactants Br[CH2:2][C:3]1[C:8]([O:9][CH2:10][CH3:11])=[CH:7][CH:6]=[CH:5][C:4]=1[N:12]1[C:16](=[O:17])[N:15]([CH3:18])[N:14]=[N:13]1.[F:19][C:20]1[CH:25]=[CH:24][C:23]([N:26]2[CH:30]=[CH:29][C:28]([OH:31])=[N:27]2)=[CH:22][CH:21]=1.C(=O)([O-])[O-].[K+].[K+].C(#N)C, predict the reaction product. The product is: [F:19][C:20]1[CH:21]=[CH:22][C:23]([N:26]2[CH:30]=[CH:29][C:28]([O:31][CH2:2][C:3]3[C:8]([O:9][CH2:10][CH3:11])=[CH:7][CH:6]=[CH:5][C:4]=3[N:12]3[C:16](=[O:17])[N:15]([CH3:18])[N:14]=[N:13]3)=[N:27]2)=[CH:24][CH:25]=1. (4) Given the reactants [CH3:1][C:2]([CH3:7])([CH3:6])[C:3]([NH2:5])=[O:4].[CH2:8]=[O:9], predict the reaction product. The product is: [OH:9][CH2:8][NH:5][C:3](=[O:4])[C:2]([CH3:7])([CH3:6])[CH3:1].